From a dataset of Reaction yield outcomes from USPTO patents with 853,638 reactions. Predict the reaction yield, written as a fraction of the theoretical maximum amount of product (1.0 means a 100% yield; for example, 0.34 means a 34% yield). The reactants are [Cl:1][C:2]1[CH:3]=[C:4]2[C:9](=[CH:10][C:11]=1[O:12][C:13]1[CH:21]=[CH:20][C:16]([C:17](O)=[O:18])=[CH:15][CH:14]=1)[O:8][CH2:7][CH2:6][CH:5]2[C:22]([O:24][CH2:25][CH3:26])=[O:23].[F:27][C:28]([F:40])([F:39])[S:29][C:30]1[CH:35]=[CH:34][C:33]([CH2:36][CH2:37][NH2:38])=[CH:32][CH:31]=1.Cl.CN(C)CCCN=C=NCC.ON1C2N=CC=CC=2N=N1.C(N(CC)C(C)C)(C)C. The catalyst is CN(C=O)C.C(Cl)Cl. The product is [Cl:1][C:2]1[CH:3]=[C:4]2[C:9](=[CH:10][C:11]=1[O:12][C:13]1[CH:21]=[CH:20][C:16]([C:17](=[O:18])[NH:38][CH2:37][CH2:36][C:33]3[CH:32]=[CH:31][C:30]([S:29][C:28]([F:39])([F:27])[F:40])=[CH:35][CH:34]=3)=[CH:15][CH:14]=1)[O:8][CH2:7][CH2:6][CH:5]2[C:22]([O:24][CH2:25][CH3:26])=[O:23]. The yield is 0.939.